Task: Binary Classification. Given a miRNA mature sequence and a target amino acid sequence, predict their likelihood of interaction.. Dataset: Experimentally validated miRNA-target interactions with 360,000+ pairs, plus equal number of negative samples (1) The miRNA is ath-miR402 with sequence UUCGAGGCCUAUUAAACCUCUG. The protein sequence of the target gene is MAKSLRSKWKRKMRAEKRKKNAPRELNRLKSILRVDGDALMKDVEEIATVVVAKPRQEKMQCEEGRCDGADEEKDDMKMETEIKRNRKTLLDQHGQYPVWMNQRQRKRLKAKREKKRGKSRAKAAKGLAW. Result: 0 (no interaction). (2) The protein sequence of the target gene is MLLLLLLLPLLWGTKGMEGDRQYGDGYLLQVQELVTVQEGLCVHVPCSFSYPQDGWTDSDPVHGYWFRAGDRPYQDAPVATNNPDREVQAETQGRFQLLGDIWSNDCSLSIRDARKRDKGSYFFRLERGSMKWSYKSQLNYKTKQLSVFVTALTHRPDILILGTLESGHSRNLTCSVPWACKQGTPPMISWIGASVSSPGPTTARSSVLTLTPKPQDHGTSLTCQVTLPGTGVTTTSTVRLDVSYPPWNLTMTVFQGDATASTALGNGSSLSVLEGQSLRLVCAVNSNPPARLSWTRGSL.... The miRNA is mmu-miR-465c-5p with sequence UAUUUAGAAUGGCGCUGAUCUG. Result: 0 (no interaction). (3) The miRNA is mmu-miR-1960 with sequence CCAGUGCUGUUAGAAGAGGGCU. The protein sequence of the target gene is MAGQFRSYVWDPLLILSQIVLMQTVYYGSLGLWLALVDGLVRSSPSLDQMFDAEILGFSTPPGRLSMMSFILNALTCALGLLYFIRRGKQCLDFTVTVHFFHLLGCWFYSSRFPSALTWWLVQAVCIALMAVIGEYLCMRTELKEIPLNSAPKSNV. Result: 0 (no interaction). (4) The miRNA is hsa-miR-556-5p with sequence GAUGAGCUCAUUGUAAUAUGAG. The protein sequence of the target gene is MDIRKFFGVIPSGKKLVSETVKKNEKTKSDEETLKAKKGIKEIKVNSSRKEDDFKQKQPSKKKRIIYDSDSESEETLQVKNAKKPPEKLPVSSKPGKISRQDPVTYISETDEEDDFMCKKAASKSKENGRSTNSHLGTSNMKKNEENTKTKNKPLSPIKLTPTSVLDYFGTGSVQRSNKKMVASKRKELSQNTDESGLNDEAIAKQLQLDEDAELERQLHEDEEFARTLAMLDEEPKTKKARKDTEAGETFSSVQANLSKAEKHKYPHKVKTAQVSDERKSYSPRKQSKYESSKESQQHS.... Result: 0 (no interaction). (5) The miRNA is hsa-miR-4433b-3p with sequence CAGGAGUGGGGGGUGGGACGU. The protein sequence of the target gene is MESVALYSFQATESDELAFNKGDTLKILNMEDDQNWYKAELRGAEGFVPKNYIRVKPHPWYSGRISRQLAEETLMKRNHLGAFLIRESESSPGEFSVSVNYGDQVQHFKVLREASGKYFLWEEKFNSLNELVDFYRTTTIAKRRQIFLCDEQPLIKPSRACFAQAQFDFSAQDPSQLSLRRGDIVEVVEREDPHWWRGRAGGRLGFFPRSYVQPVHL. Result: 0 (no interaction). (6) The miRNA is mmu-miR-3104-3p with sequence ACGCUCUGCUUUGCUCCCCCAGA. The protein sequence of the target gene is MSSNDSSLMAGIIYYSQEKYFHHVQQAAAVGLEKFSNDPVLKFFKAYGVLKEEHIQDAISDLESIRHHPDVSLCSTMALIYAHKRCEIIDREAIQELEYSLKEIRKTVSGTALYYAGLFLWLIGRHDKAKEYIDRMLKISRGFREAYVLRGWVDLTSDKPHTAKKAIEYLEQGIQDTKDVLGLMGKAMYFMMQQNYSEALEVVNQITVTSGSFLPALVLKMQLFLARQDWEQTVEMGHRILEKDESNIDACQILTVHELAREGNMTTVSSLKTQKATNHVRNLIKALETREPENPSLHLK.... Result: 0 (no interaction). (7) The miRNA is hsa-miR-5003-3p with sequence UACUUUUCUAGGUUGUUGGGG. The protein sequence of the target gene is MSEQSCQMSELRLLLLGKCRSGKSATGNAILGKHVFKSKFSDQTVIKMCQRESWVLRERKVVVIDTPDLFSSIACAEDKQRNIQHCLELSAPSLHALLLVIAIGHFTREDEETAKGIQQVFGAEARRHIIIVFTRKDDLGDDLLQDFIEKNKPLKQLVQDYEGRYCIFNNKTNSKDEQITQVLELLRKVESLVNTNGGPYHVNFKTEGSRFQDCVNEAASQEGDKPQGPRERQLQSTGPEQNPGTSELTVLLVGKRGAGKSAAGNSILGRQAFQTGFSEQSVTQSFLSESRSWRKKKVSI.... Result: 0 (no interaction). (8) The miRNA is hsa-miR-6500-5p with sequence AGGAGCUAUCCACUCCAGGUGUCC. The protein sequence of the target gene is MDSWFILVLLGSGLICVSANNATTVAPSVGITRLINSSTAEPVKEEAKTSNPTSSLTSLSVAPTFSPNITLGPTYLTTVNSSDSDNGTTRTASTNSIGITISPNGTWLPDNQFTDARTEPWEGNSSTAATTPETFPPSGNSDSKDRRDETPIIAVMVALSSLLVIVFIIIVLYMLRFKKYKQAGSHSNSFRLSNGRTEDVEPQSVPLLARSPSTNRKYPPLPVDKLEEEINRRMADDNKLFREEFNALPACPIQATCEAASKEENKEKNRYVNILPYDHSRVHLTPVEGVPDSDYINASF.... Result: 0 (no interaction). (9) The miRNA is mmu-miR-1199-5p with sequence UCUGAGUCCCGGUCGCGCGG. The protein sequence of the target gene is MAFLDNPTIILAHIRQSHVTSDDTGMCEMVLIDHDVDLEKTHPPSVPGDSGSEVQGSSGETQGYIYAQSVDITSSWDFGIRRRSNTAQRLERLRKERQNQIKCKNIQWKERNSKQSAQELKSLFEKKSLKEKPPSSGKQSILSVRLEQCPLQLNNPFNEYSKFDGKGHVGTTATKKIDVYLPLHSSQDRLLPMTVVTMASARVQDLIGLICWQYTSEGREPKLNDNVSAYCLHIAEDDGEVDTDFPPLDSNEPIHKFGFSTLALVEKYSSPGLTSKESLFVRINAAHGFSLIQVDNTKVT.... Result: 0 (no interaction). (10) The miRNA is hsa-miR-508-5p with sequence UACUCCAGAGGGCGUCACUCAUG. The protein sequence of the target gene is MPGCRISACGPGAQEGTAEQRSPPPPWDPMPSSQPPPPTPTLTPTPTPGQSPPLPDAAGASAGAAEDQELQRWRQGASGIAGLAGPGGGSGAAAGAGGRALELAEARRRLLEVEGRRRLVSELESRVLQLHRVFLAAELRLAHRAESLSRLSGGVAQAELYLAAHGSRLKKGPRRGRRGRPPALLASALGLGGCVPWGAGRLRRGHGPEPDSPFRRSPPRGPASPQR. Result: 1 (interaction).